From a dataset of NCI-60 drug combinations with 297,098 pairs across 59 cell lines. Regression. Given two drug SMILES strings and cell line genomic features, predict the synergy score measuring deviation from expected non-interaction effect. (1) Drug 1: C1=CC(=CC=C1CC(C(=O)O)N)N(CCCl)CCCl.Cl. Drug 2: C(CC(=O)O)C(=O)CN.Cl. Cell line: UO-31. Synergy scores: CSS=10.7, Synergy_ZIP=-2.11, Synergy_Bliss=5.55, Synergy_Loewe=3.56, Synergy_HSA=4.89. (2) Drug 1: CCC(=C(C1=CC=CC=C1)C2=CC=C(C=C2)OCCN(C)C)C3=CC=CC=C3.C(C(=O)O)C(CC(=O)O)(C(=O)O)O. Drug 2: CN(CCCl)CCCl.Cl. Cell line: KM12. Synergy scores: CSS=5.46, Synergy_ZIP=-9.00, Synergy_Bliss=-3.90, Synergy_Loewe=-18.8, Synergy_HSA=-4.98.